Dataset: Full USPTO retrosynthesis dataset with 1.9M reactions from patents (1976-2016). Task: Predict the reactants needed to synthesize the given product. (1) The reactants are: CC1(C)C(C)(C)OB([C:9]2[CH:10]=[CH:11][C:12]([NH2:15])=[N:13][CH:14]=2)O1.Br[C:18]1[CH:23]=[CH:22][N:21]=[N:20][CH:19]=1.[O-]P([O-])([O-])=O.[K+].[K+].[K+].O1CCOCC1. Given the product [N:20]1[CH:19]=[CH:18][C:23]([C:9]2[CH:10]=[CH:11][C:12]([NH2:15])=[N:13][CH:14]=2)=[CH:22][N:21]=1, predict the reactants needed to synthesize it. (2) Given the product [CH:11]1[C:12]2[C:16]3[CH:17]=[CH:18][CH:19]=[CH:20][C:15]=3[O:14][C:13]=2[C:8]([C:5]2[CH:4]=[C:3]([CH3:21])[C:2]([CH3:31])=[CH:7][N:6]=2)=[CH:9][CH:10]=1, predict the reactants needed to synthesize it. The reactants are: Br[C:2]1[C:3]([CH3:21])=[CH:4][C:5]([C:8]2[C:13]3[O:14][C:15]4[CH:20]=[CH:19][CH:18]=[CH:17][C:16]=4[C:12]=3[CH:11]=[CH:10][CH:9]=2)=[N:6][CH:7]=1.O.P([O-])([O-])([O-])=O.[K+].[K+].[K+].[C:31]1(C)C=CC=CC=1.CB1OB(C)OB(C)O1. (3) Given the product [C:2]([C:1]1[CH:14]=[CH:15][C:10]([C:11]#[N:12])=[CH:8][N:9]=1)([CH3:5])([CH3:4])[CH3:3], predict the reactants needed to synthesize it. The reactants are: [C:1](O)(=O)[C:2]([CH3:5])([CH3:4])[CH3:3].[C:8]([C:10]1[CH:11]=[N:12]C=[CH:14][CH:15]=1)#[N:9].OS(O)(=O)=O.[OH-].[Na+]. (4) The reactants are: [O:1]1[CH2:6][CH2:5][CH2:4][O:3][CH:2]1[C:7]1[CH:8]=[C:9]2[C:13](=[CH:14][CH:15]=1)[N:12](COCC[Si](C)(C)C)[N:11]=[C:10]2[N:24]([CH2:26][CH2:27][O:28][CH3:29])[CH3:25].[F-].C([N+](CCCC)(CCCC)CCCC)CCC.C(N)CN. Given the product [O:3]1[CH2:4][CH2:5][CH2:6][O:1][CH:2]1[C:7]1[CH:8]=[C:9]2[C:13](=[CH:14][CH:15]=1)[NH:12][N:11]=[C:10]2[N:24]([CH2:26][CH2:27][O:28][CH3:29])[CH3:25], predict the reactants needed to synthesize it. (5) Given the product [CH3:23][C:24]1[NH:25][C:26]2[C:31]([C:32]=1[CH3:33])=[CH:30][C:29]([O:34][C:2]1[C:11]3[C:6](=[CH:7][C:8]([O:14][CH2:15][CH:16]4[CH2:21][CH2:20][N:19]([CH3:22])[CH2:18][CH2:17]4)=[C:9]([O:12][CH3:13])[CH:10]=3)[N:5]=[CH:4][N:3]=1)=[CH:28][CH:27]=2, predict the reactants needed to synthesize it. The reactants are: Cl[C:2]1[C:11]2[C:6](=[CH:7][C:8]([O:14][CH2:15][CH:16]3[CH2:21][CH2:20][N:19]([CH3:22])[CH2:18][CH2:17]3)=[C:9]([O:12][CH3:13])[CH:10]=2)[N:5]=[CH:4][N:3]=1.[CH3:23][C:24]1[NH:25][C:26]2[C:31]([C:32]=1[CH3:33])=[CH:30][C:29]([OH:34])=[CH:28][CH:27]=2. (6) The reactants are: [NH:1]1[C:9]2[C:4](=[CH:5][CH:6]=[C:7]([CH:10]=[O:11])[CH:8]=2)[CH:3]=[CH:2]1.[CH:12](I)([CH3:14])[CH3:13].[H-].[Na+].Cl. Given the product [CH:12]([N:1]1[C:9]2[C:4](=[CH:5][CH:6]=[C:7]([CH:10]=[O:11])[CH:8]=2)[CH:3]=[CH:2]1)([CH3:14])[CH3:13], predict the reactants needed to synthesize it. (7) Given the product [C:24]([C:12]1[C:13]([O:17][CH:18]2[CH2:19][CH2:20][N:21]([C:27]([O:28][CH:29]([CH3:31])[CH3:30])=[O:32])[CH2:22][CH2:23]2)=[CH:14][C:15](=[O:16])[N:10]([C:7]2[CH:8]=[CH:9][C:4]([C:2]#[N:3])=[C:5]([F:26])[CH:6]=2)[N:11]=1)#[N:25], predict the reactants needed to synthesize it. The reactants are: Cl.[C:2]([C:4]1[CH:9]=[CH:8][C:7]([N:10]2[C:15](=[O:16])[CH:14]=[C:13]([O:17][CH:18]3[CH2:23][CH2:22][NH:21][CH2:20][CH2:19]3)[C:12]([C:24]#[N:25])=[N:11]2)=[CH:6][C:5]=1[F:26])#[N:3].[C:27](Cl)(=[O:32])[O:28][CH:29]([CH3:31])[CH3:30].